Dataset: Forward reaction prediction with 1.9M reactions from USPTO patents (1976-2016). Task: Predict the product of the given reaction. (1) Given the reactants C([O:3][C:4]([CH:6]1[CH:10]([C:11]2[CH:16]=[CH:15][C:14]([F:17])=[CH:13][CH:12]=2)[CH2:9][N:8]([CH2:18][C:19]2[CH:24]=[CH:23][CH:22]=[CH:21][CH:20]=2)[CH2:7]1)=O)C.[H-].[H-].[H-].[H-].[Li+].[Al+3].O.[OH-].[Na+], predict the reaction product. The product is: [CH2:18]([N:8]1[CH2:9][CH:10]([C:11]2[CH:12]=[CH:13][C:14]([F:17])=[CH:15][CH:16]=2)[CH:6]([CH2:4][OH:3])[CH2:7]1)[C:19]1[CH:20]=[CH:21][CH:22]=[CH:23][CH:24]=1. (2) Given the reactants [CH3:1][C:2]1[C:6]([C:7]2[CH:19]=[C:18]([C:20]([O:22]C)=[O:21])[C:17]3[C:16]4[C:11](=[CH:12][CH:13]=[C:14]([O:24][CH3:25])[CH:15]=4)[N:10]([CH:26]([C:28]4[CH:33]=[CH:32][CH:31]=[CH:30][CH:29]=4)[CH3:27])[C:9]=3[CH:8]=2)=[C:5]([CH3:34])[O:4][N:3]=1.[OH-].[Na+], predict the reaction product. The product is: [CH3:1][C:2]1[C:6]([C:7]2[CH:19]=[C:18]([C:20]([OH:22])=[O:21])[C:17]3[C:16]4[C:11](=[CH:12][CH:13]=[C:14]([O:24][CH3:25])[CH:15]=4)[N:10]([CH:26]([C:28]4[CH:29]=[CH:30][CH:31]=[CH:32][CH:33]=4)[CH3:27])[C:9]=3[CH:8]=2)=[C:5]([CH3:34])[O:4][N:3]=1. (3) Given the reactants Br[C:2]1[CH:11]=[CH:10][CH:9]=[CH:8][C:3]=1[C:4]([O:6][CH3:7])=[O:5].[CH3:12][C:13]1([CH:17]2[CH2:22]C(=O)[CH2:20][CH2:19][O:18]2)[CH2:16][O:15][CH2:14]1.C(=O)([O-])[O-].[Cs+].[Cs+].CC1(C)C2C(=C(P(C3C=CC=CC=3)C3C=CC=CC=3)C=CC=2)OC2C(P(C3C=CC=CC=3)C3C=CC=CC=3)=CC=CC1=2, predict the reaction product. The product is: [CH3:12][C:13]1([CH:17]2[O:18][CH2:19][C:20]3[C:2]4[CH:11]=[CH:10][CH:9]=[CH:8][C:3]=4[C:4](=[O:5])[O:6][C:7]=3[CH2:22]2)[CH2:16][O:15][CH2:14]1. (4) Given the reactants [H-].[Na+].[Br:3][C:4]1[CH:9]=[CH:8][C:7]([S:10]([CH3:13])(=[NH:12])=[O:11])=[CH:6][CH:5]=1.[C:14]([O:18][C:19](O[C:19]([O:18][C:14]([CH3:17])([CH3:16])[CH3:15])=[O:20])=[O:20])([CH3:17])([CH3:16])[CH3:15], predict the reaction product. The product is: [Br:3][C:4]1[CH:9]=[CH:8][C:7]([S:10]([CH3:13])(=[N:12][C:19]([O:18][C:14]([CH3:17])([CH3:16])[CH3:15])=[O:20])=[O:11])=[CH:6][CH:5]=1. (5) Given the reactants [Br:1][C:2]1[CH:7]=[CH:6][C:5]([CH:8]([C:19]2[CH:24]=[CH:23][CH:22]=[CH:21][C:20]=2[CH3:25])[CH2:9][C:10]([C@H:12]2[CH2:17][CH2:16][C@H:15]([OH:18])[CH2:14][CH2:13]2)=O)=[CH:4][CH:3]=1.Cl.[NH2:27][OH:28].C(=O)([O-])O.[Na+].C(O)C, predict the reaction product. The product is: [Br:1][C:2]1[CH:7]=[CH:6][C:5]([CH:8]([C:19]2[CH:24]=[CH:23][CH:22]=[CH:21][C:20]=2[CH3:25])[CH2:9]/[C:10](/[C@H:12]2[CH2:17][CH2:16][C@H:15]([OH:18])[CH2:14][CH2:13]2)=[N:27]\[OH:28])=[CH:4][CH:3]=1. (6) Given the reactants [Br:1][C:2]1[C:10]2[S:9][N:8]=[CH:7][C:6]=2[CH:5]=[C:4]([N+:11]([O-])=O)[CH:3]=1.Cl, predict the reaction product. The product is: [Br:1][C:2]1[C:10]2[S:9][N:8]=[CH:7][C:6]=2[CH:5]=[C:4]([NH2:11])[CH:3]=1. (7) Given the reactants [CH:1]([N:4]1[CH2:9][CH2:8][NH:7][CH2:6][CH2:5]1)([CH3:3])[CH3:2].[Cl:10][C:11]1[CH:16]=[CH:15][C:14]([CH2:17]Cl)=[CH:13][N:12]=1.C([O-])([O-])=O.[K+].[K+], predict the reaction product. The product is: [Cl:10][C:11]1[N:12]=[CH:13][C:14]([CH2:17][N:7]2[CH2:8][CH2:9][N:4]([CH:1]([CH3:3])[CH3:2])[CH2:5][CH2:6]2)=[CH:15][CH:16]=1. (8) Given the reactants Cl.[CH2:2]([O:9][C:10]1[C:11]([NH:17][C:18]2[S:19][CH:20]=[C:21]([CH3:23])[N:22]=2)=[N:12][CH:13]=[C:14](Br)[CH:15]=1)[C:3]1[CH:8]=[CH:7][CH:6]=[CH:5][CH:4]=1.[Li]C.C([Li])CCC.[CH:31](=[O:33])[CH3:32], predict the reaction product. The product is: [CH2:2]([O:9][C:10]1[CH:15]=[C:14]([CH:31]([OH:33])[CH3:32])[CH:13]=[N:12][C:11]=1[NH:17][C:18]1[S:19][CH:20]=[C:21]([CH3:23])[N:22]=1)[C:3]1[CH:8]=[CH:7][CH:6]=[CH:5][CH:4]=1.